From a dataset of Forward reaction prediction with 1.9M reactions from USPTO patents (1976-2016). Predict the product of the given reaction. (1) Given the reactants [C:1](N1C=CN=C1)([N:3]1C=CN=C1)=O.[S:13]1[CH:17]=[C:16]([S:18][C:19]2[CH:27]=[CH:26][C:25]([CH3:28])=[CH:24][C:20]=2[C:21](O)=[O:22])[C:15]2[CH:29]=[CH:30][CH:31]=[CH:32][C:14]1=2.CN.C(OCC)(=O)C, predict the reaction product. The product is: [S:13]1[CH:17]=[C:16]([S:18][C:19]2[CH:27]=[CH:26][C:25]([CH3:28])=[CH:24][C:20]=2[C:21]([NH:3][CH3:1])=[O:22])[C:15]2[CH:29]=[CH:30][CH:31]=[CH:32][C:14]1=2. (2) Given the reactants [Br:1][C:2]1[C:6]2[N:7]=[C:8]([C:12]3[CH:17]=[CH:16][N:15]=[CH:14][CH:13]=3)[N:9]=[C:10]([OH:11])[C:5]=2[S:4][C:3]=1[C:18]([CH3:21])([CH3:20])[CH3:19].[CH:22]([C:25]1[CH:30]=[C:29]([CH:31]([CH3:33])[CH3:32])[CH:28]=[C:27]([CH:34]([CH3:36])[CH3:35])[C:26]=1[S:37](Cl)(=[O:39])=[O:38])([CH3:24])[CH3:23].CCN(CC)CC, predict the reaction product. The product is: [Br:1][C:2]1[C:6]2[N:7]=[C:8]([C:12]3[CH:17]=[CH:16][N:15]=[CH:14][CH:13]=3)[N:9]=[C:10]([O:11][S:37]([C:26]3[C:27]([CH:34]([CH3:35])[CH3:36])=[CH:28][C:29]([CH:31]([CH3:33])[CH3:32])=[CH:30][C:25]=3[CH:22]([CH3:24])[CH3:23])(=[O:39])=[O:38])[C:5]=2[S:4][C:3]=1[C:18]([CH3:21])([CH3:20])[CH3:19]. (3) Given the reactants C1(P(C2C=CC=CC=2)C2C=CC=CC=2)C=CC=CC=1.C(Cl)Cl.[OH:23][C:24]1[CH:25]=[C:26]2[C:30](=[CH:31][CH:32]=1)[N:29]([C:33]([O:35][C:36]([CH3:39])([CH3:38])[CH3:37])=[O:34])[C:28]([C:40]([O:42][CH2:43][CH3:44])=[O:41])=[CH:27]2.[CH3:45][S:46][CH2:47][CH2:48][CH2:49]O, predict the reaction product. The product is: [CH3:45][S:46][CH2:47][CH2:48][CH2:49][O:23][C:24]1[CH:25]=[C:26]2[C:30](=[CH:31][CH:32]=1)[N:29]([C:33]([O:35][C:36]([CH3:37])([CH3:38])[CH3:39])=[O:34])[C:28]([C:40]([O:42][CH2:43][CH3:44])=[O:41])=[CH:27]2.